From a dataset of Forward reaction prediction with 1.9M reactions from USPTO patents (1976-2016). Predict the product of the given reaction. Given the reactants [Br:1][C:2]1[C:3]([O:10][CH3:11])=[C:4]([CH2:8][NH2:9])[CH:5]=[CH:6][CH:7]=1.C([O-])([O-])=O.[Na+].[Na+].[CH3:18][C:19]([O:22][C:23](O[C:23]([O:22][C:19]([CH3:21])([CH3:20])[CH3:18])=[O:24])=[O:24])([CH3:21])[CH3:20], predict the reaction product. The product is: [Br:1][C:2]1[C:3]([O:10][CH3:11])=[C:4]([CH2:8][NH:9][C:23](=[O:24])[O:22][C:19]([CH3:21])([CH3:20])[CH3:18])[CH:5]=[CH:6][CH:7]=1.